Dataset: Reaction yield outcomes from USPTO patents with 853,638 reactions. Task: Predict the reaction yield, written as a fraction of the theoretical maximum amount of product (1.0 means a 100% yield; for example, 0.34 means a 34% yield). (1) The yield is 0.710. The reactants are [NH2:1][S:2]([C:5]1[CH:10]=[CH:9][C:8]([N:11]2[C:15]([C:16]3[CH:21]=[CH:20][C:19]([Cl:22])=[CH:18][CH:17]=3)=[CH:14][C:13]([C:23](O)=[O:24])=[N:12]2)=[CH:7][CH:6]=1)(=[O:4])=[O:3].O1CCCC1.CO. The catalyst is C(OCC)(=O)C. The product is [Cl:22][C:19]1[CH:18]=[CH:17][C:16]([C:15]2[N:11]([C:8]3[CH:7]=[CH:6][C:5]([S:2]([NH2:1])(=[O:4])=[O:3])=[CH:10][CH:9]=3)[N:12]=[C:13]([CH2:23][OH:24])[CH:14]=2)=[CH:21][CH:20]=1. (2) The reactants are [C:1]([O:5][C:6]([N:8]1[CH2:12][CH2:11][CH:10]([C:13]2[NH:14][C:15]([C:18]3[CH:23]=[CH:22][C:21](Br)=[CH:20][CH:19]=3)=[CH:16][N:17]=2)[CH2:9]1)=[O:7])([CH3:4])([CH3:3])[CH3:2].[C:25]([O:29][C:30]([N:32]1[CH2:36][CH2:35][CH2:34][CH:33]1[C:37]1[NH:38][C:39]([C:42]2[CH:47]=[CH:46][C:45](B3OC(C)(C)C(C)(C)O3)=[CH:44][CH:43]=2)=[CH:40][N:41]=1)=[O:31])([CH3:28])([CH3:27])[CH3:26].C([O-])(O)=O.[Na+]. The catalyst is COCCOC.O. The product is [C:25]([O:29][C:30]([N:32]1[CH2:36][CH2:35][CH2:34][CH:33]1[C:37]1[NH:38][C:39]([C:42]2[CH:47]=[CH:46][C:45]([C:21]3[CH:22]=[CH:23][C:18]([C:15]4[NH:14][C:13]([CH:10]5[CH2:11][CH2:12][N:8]([C:6]([O:5][C:1]([CH3:4])([CH3:3])[CH3:2])=[O:7])[CH2:9]5)=[N:17][CH:16]=4)=[CH:19][CH:20]=3)=[CH:44][CH:43]=2)=[CH:40][N:41]=1)=[O:31])([CH3:28])([CH3:26])[CH3:27]. The yield is 0.640. (3) The reactants are [CH3:1][CH:2]([C:6]1[C:10]([C:11]([O:13][CH2:14][CH3:15])=[O:12])=[CH:9][NH:8][N:7]=1)[CH2:3][CH2:4][CH3:5].Cl[C:17]1[CH:22]=[CH:21][C:20]([C:23]([F:26])([F:25])[F:24])=[CH:19][N:18]=1.C(=O)([O-])[O-].[K+].[K+].Cl. The catalyst is CN(C)C=O. The product is [CH3:1][CH:2]([C:6]1[C:10]([C:11]([O:13][CH2:14][CH3:15])=[O:12])=[CH:9][N:8]([C:17]2[CH:22]=[CH:21][C:20]([C:23]([F:26])([F:25])[F:24])=[CH:19][N:18]=2)[N:7]=1)[CH2:3][CH2:4][CH3:5]. The yield is 0.880.